This data is from Catalyst prediction with 721,799 reactions and 888 catalyst types from USPTO. The task is: Predict which catalyst facilitates the given reaction. (1) Reactant: Cl.C(OC([N:9]1[CH2:14][CH2:13][CH:12]([C:15]2[CH:20]=[CH:19][CH:18]=[CH:17][C:16]=2[S:21][C:22]2[C:30]3[C:25](=[CH:26][CH:27]=[CH:28][CH:29]=3)[NH:24][CH:23]=2)[CH2:11][CH2:10]1)=O)(C)(C)C.C([O-])(O)=O.[Na+]. Product: [NH:9]1[CH2:14][CH2:13][CH:12]([C:15]2[CH:20]=[CH:19][CH:18]=[CH:17][C:16]=2[S:21][C:22]2[C:30]3[C:25](=[CH:26][CH:27]=[CH:28][CH:29]=3)[NH:24][CH:23]=2)[CH2:11][CH2:10]1. The catalyst class is: 27. (2) Reactant: CCN(C(C)C)C(C)C.C(OC([N:17]1[C:25]2[C:20](=[CH:21][C:22]([CH2:26]O)=[CH:23][CH:24]=2)[CH:19]=[C:18]1[C:28]1[C:29](=[O:57])[N:30](COCC[Si](C)(C)C)[CH:31]=[C:32]([NH:34][C:35]([C:37]2[CH:38]=[N:39][N:40]([CH2:42][C:43]3[CH:48]=[CH:47][CH:46]=[CH:45][CH:44]=3)[CH:41]=2)=[O:36])[CH:33]=1)=O)(C)(C)C.CS(Cl)(=O)=O.[CH3:63][C@H:64]1[CH2:69][CH2:68][CH2:67][C@@H:66]([CH3:70])[NH:65]1. Product: [CH3:63][C@H:64]1[CH2:69][CH2:68][CH2:67][C@@H:66]([CH3:70])[N:65]1[CH2:26][C:22]1[CH:21]=[C:20]2[C:25](=[CH:24][CH:23]=1)[NH:17][C:18]([C:28]1[C:29](=[O:57])[NH:30][CH:31]=[C:32]([NH:34][C:35]([C:37]3[CH:38]=[N:39][N:40]([CH2:42][C:43]4[CH:44]=[CH:45][CH:46]=[CH:47][CH:48]=4)[CH:41]=3)=[O:36])[CH:33]=1)=[CH:19]2. The catalyst class is: 756.